Dataset: TCR-epitope binding with 47,182 pairs between 192 epitopes and 23,139 TCRs. Task: Binary Classification. Given a T-cell receptor sequence (or CDR3 region) and an epitope sequence, predict whether binding occurs between them. (1) The epitope is NLVPMVATV. The TCR CDR3 sequence is CSATLTGLGQPQHF. Result: 0 (the TCR does not bind to the epitope). (2) The epitope is FVDGVPFVV. The TCR CDR3 sequence is CASSYPGAGTYEQYF. Result: 1 (the TCR binds to the epitope). (3) The epitope is ITEEVGHTDLMAAY. The TCR CDR3 sequence is CASSLVVRALQETQYF. Result: 1 (the TCR binds to the epitope). (4) Result: 0 (the TCR does not bind to the epitope). The epitope is NLNESLIDL. The TCR CDR3 sequence is CASSADSNGELFF. (5) The epitope is SEPVLKGVKL. The TCR CDR3 sequence is CSVEDPNGSYEQYF. Result: 1 (the TCR binds to the epitope).